Dataset: Forward reaction prediction with 1.9M reactions from USPTO patents (1976-2016). Task: Predict the product of the given reaction. (1) Given the reactants C(O[CH:4](OCC)[CH2:5][C:6](=O)[C:7]([O:11][CH3:12])([O:9][CH3:10])[CH3:8])C.S(O)(O)(=O)=O.[NH2:22][C:23]1[NH:24][CH:25]=[CH:26][N:27]=1.[NH2:22][C:23]1[NH:24][CH:25]=[CH:26][N:27]=1, predict the reaction product. The product is: [CH3:12][O:11][C:7]([C:6]1[CH:5]=[CH:4][N:24]2[CH:25]=[CH:26][N:27]=[C:23]2[N:22]=1)([O:9][CH3:10])[CH3:8]. (2) Given the reactants Cl.Cl.Cl.[O:4]1[C:8]2[CH:9]=[CH:10][CH:11]=[C:12]([N:13]3[CH2:18][CH2:17][N:16]([CH2:19][CH2:20][C@H:21]4[CH2:26][CH2:25][C@H:24]([NH2:27])[CH2:23][CH2:22]4)[CH2:15][CH2:14]3)[C:7]=2[O:6][CH2:5]1.[OH:28][CH2:29][C:30](O)=[O:31], predict the reaction product. The product is: [O:4]1[C:8]2[CH:9]=[CH:10][CH:11]=[C:12]([N:13]3[CH2:18][CH2:17][N:16]([CH2:19][CH2:20][C@H:21]4[CH2:26][CH2:25][C@H:24]([NH:27][C:29](=[O:28])[CH2:30][OH:31])[CH2:23][CH2:22]4)[CH2:15][CH2:14]3)[C:7]=2[O:6][CH2:5]1. (3) Given the reactants [NH2:1][C:2]1[C:7]([NH2:8])=[CH:6][C:5](Br)=[CH:4][N:3]=1.[N:10]1[CH:15]=[CH:14][C:13](B(O)O)=[CH:12][CH:11]=1.C([O-])([O-])=O.[Na+].[Na+], predict the reaction product. The product is: [N:10]1[CH:15]=[CH:14][C:13]([C:5]2[CH:6]=[C:7]([NH2:8])[C:2]([NH2:1])=[N:3][CH:4]=2)=[CH:12][CH:11]=1. (4) The product is: [Cl:1][C:2]1[C:11]2[CH:10]([Cl:25])[CH2:9][CH2:8][CH2:7][C:6]=2[N:5]=[C:4]([C:13]2[C:18]([CH2:19][CH3:20])=[CH:17][CH:16]=[CH:15][C:14]=2[CH2:21][CH3:22])[CH:3]=1. Given the reactants [Cl:1][C:2]1[C:11]2[CH:10](O)[CH2:9][CH2:8][CH2:7][C:6]=2[N:5]=[C:4]([C:13]2[C:18]([CH2:19][CH3:20])=[CH:17][CH:16]=[CH:15][C:14]=2[CH2:21][CH3:22])[CH:3]=1.S(Cl)([Cl:25])=O, predict the reaction product. (5) Given the reactants [F:1][C:2]1([F:25])[CH2:7][CH2:6][CH:5]([CH2:8][NH:9][C:10]2[CH:15]=[CH:14][C:13]([NH:16][S:17]([CH2:20][CH3:21])(=[O:19])=[O:18])=[CH:12][C:11]=2[N+:22]([O-])=O)[CH2:4][CH2:3]1, predict the reaction product. The product is: [NH2:22][C:11]1[CH:12]=[C:13]([NH:16][S:17]([CH2:20][CH3:21])(=[O:19])=[O:18])[CH:14]=[CH:15][C:10]=1[NH:9][CH2:8][CH:5]1[CH2:4][CH2:3][C:2]([F:1])([F:25])[CH2:7][CH2:6]1. (6) Given the reactants [CH3:1][O:2][C:3]1[CH:4]=[C:5]([NH:9][CH:10]([C:26]2[CH:31]=[CH:30][CH:29]=[CH:28][CH:27]=2)[C:11]([C:13]2[C:21]3[C:16](=[CH:17][C:18]([C:22]([O:24]C)=[O:23])=[CH:19][CH:20]=3)[NH:15][CH:14]=2)=[O:12])[CH:6]=[CH:7][CH:8]=1.[OH-].[Na+], predict the reaction product. The product is: [CH3:1][O:2][C:3]1[CH:4]=[C:5]([NH:9][CH:10]([C:26]2[CH:31]=[CH:30][CH:29]=[CH:28][CH:27]=2)[C:11]([C:13]2[C:21]3[C:16](=[CH:17][C:18]([C:22]([OH:24])=[O:23])=[CH:19][CH:20]=3)[NH:15][CH:14]=2)=[O:12])[CH:6]=[CH:7][CH:8]=1. (7) The product is: [NH:31]1[C:39]2[C:34](=[CH:35][CH:36]=[C:37]([NH:40]/[C:9](/[NH:8][C:4]3[CH:5]=[CH:6][CH:7]=[C:2]([Cl:1])[CH:3]=3)=[N:11]\[C:12]([CH:14]3[CH2:19][CH2:18][CH2:17][CH2:16][CH2:15]3)=[O:13])[CH:38]=2)[CH:33]=[N:32]1. Given the reactants [Cl:1][C:2]1[CH:3]=[C:4]([NH:8][C:9]([NH:11][C:12]([CH:14]2[CH2:19][CH2:18][CH2:17][CH2:16][CH2:15]2)=[O:13])=S)[CH:5]=[CH:6][CH:7]=1.CN(C)CCCN=C=NCC.[NH:31]1[C:39]2[C:34](=[CH:35][CH:36]=[C:37]([NH2:40])[CH:38]=2)[CH:33]=[N:32]1, predict the reaction product.